Dataset: hERG Central: cardiac toxicity at 1µM, 10µM, and general inhibition. Task: Predict hERG channel inhibition at various concentrations. (1) The compound is COc1ccc(C(=O)c2coc3ccc(O)c(CN4CCOCC4)c23)cc1. Results: hERG_inhib (hERG inhibition (general)): blocker. (2) The drug is C=CCn1c(SC2CCOC2=O)nc2scc(C3CC3)c2c1=O. Results: hERG_inhib (hERG inhibition (general)): blocker. (3) The molecule is CC(C)C[C@H]1CN=C(Nc2ccccc2)N1CC1CCC(C(C)(C)C)CC1. Results: hERG_inhib (hERG inhibition (general)): blocker. (4) The drug is COc1ccc(N2CCN(CCCNC(=O)C(=O)c3c(C)n(C)c4ccccc34)CC2)cc1. Results: hERG_inhib (hERG inhibition (general)): blocker.